Dataset: hERG Central: cardiac toxicity at 1µM, 10µM, and general inhibition. Task: Predict hERG channel inhibition at various concentrations. (1) The drug is COc1cccc(C(=O)C2CCCN(Cc3cccn3-c3ccccn3)C2)c1. Results: hERG_inhib (hERG inhibition (general)): blocker. (2) The molecule is O=C(O)C(=O)O.c1ccc(COc2ccc(OCCCNC3CCCC3)cc2)cc1. Results: hERG_inhib (hERG inhibition (general)): blocker.